Task: Predict which catalyst facilitates the given reaction.. Dataset: Catalyst prediction with 721,799 reactions and 888 catalyst types from USPTO Reactant: [CH3:1][NH:2][CH3:3].Br[CH2:5][CH2:6][CH2:7][CH2:8][O:9][C:10]1[C:11]([O:30][CH3:31])=[CH:12][CH:13]=[C:14]2[C:19]=1[NH:18][C:17](=[O:20])[CH:16]=[C:15]2[NH:21][C:22]1[C:27]([Cl:28])=[CH:26][N:25]=[CH:24][C:23]=1[Cl:29].C([O-])([O-])=O.[K+].[K+]. Product: [Cl:29][C:23]1[CH:24]=[N:25][CH:26]=[C:27]([Cl:28])[C:22]=1[NH:21][C:15]1[C:14]2[C:19](=[C:10]([O:9][CH2:8][CH2:7][CH2:6][CH2:5][N:2]([CH3:3])[CH3:1])[C:11]([O:30][CH3:31])=[CH:12][CH:13]=2)[NH:18][C:17](=[O:20])[CH:16]=1. The catalyst class is: 16.